This data is from Peptide-MHC class I binding affinity with 185,985 pairs from IEDB/IMGT. The task is: Regression. Given a peptide amino acid sequence and an MHC pseudo amino acid sequence, predict their binding affinity value. This is MHC class I binding data. (1) The peptide sequence is RLQSLQTYV. The MHC is HLA-A02:03 with pseudo-sequence HLA-A02:03. The binding affinity (normalized) is 0.893. (2) The peptide sequence is GLIMVLSFL. The MHC is HLA-A02:02 with pseudo-sequence HLA-A02:02. The binding affinity (normalized) is 0.728. (3) The binding affinity (normalized) is 0.213. The MHC is HLA-B15:42 with pseudo-sequence HLA-B15:42. The peptide sequence is SVMAIFYLR.